From a dataset of Forward reaction prediction with 1.9M reactions from USPTO patents (1976-2016). Predict the product of the given reaction. (1) Given the reactants [CH3:1][C:2]1[CH:7]=[CH:6][CH:5]=[C:4]([CH3:8])[C:3]=1[C:9]#[C:10][Si](C(C)C)(C(C)C)C(C)C.[F-].C([N+](CCCC)(CCCC)CCCC)CCC.C(OCC)(=O)C, predict the reaction product. The product is: [C:9]([C:3]1[C:4]([CH3:8])=[CH:5][CH:6]=[CH:7][C:2]=1[CH3:1])#[CH:10]. (2) Given the reactants ClC1C=C(Cl)C=CC=1[C@@]1(CN2C=CN=C2)O[C@H](COC2C=CC(N3CCN(S(C)(=O)=O)CC3)=CC=2)CO1.[Cl:38][C:39]1[CH:44]=[C:43]([Cl:45])[CH:42]=[CH:41][C:40]=1[C@:46]1([CH2:65][N:66]2[CH:70]=[CH:69][N:68]=[CH:67]2)[O:50][C@@H:49]([CH2:51][O:52][C:53]2[CH:58]=[CH:57][C:56]([N:59]3[CH2:64][CH2:63][NH:62][CH2:61][CH2:60]3)=[CH:55][CH:54]=2)[CH2:48][O:47]1.ClC1C=C(Cl)C=CC=1[C@@]1(CN2C=CN=C2)O[C@H](COC2C=CC(N3CCNCC3)=CC=2)CO1.[CH:104]([S:107](Cl)(=[O:109])=[O:108])([CH3:106])[CH3:105].CS(Cl)(=O)=O, predict the reaction product. The product is: [Cl:38][C:39]1[CH:44]=[C:43]([Cl:45])[CH:42]=[CH:41][C:40]=1[C@:46]1([CH2:65][N:66]2[CH:70]=[CH:69][N:68]=[CH:67]2)[O:50][C@@H:49]([CH2:51][O:52][C:53]2[CH:54]=[CH:55][C:56]([N:59]3[CH2:60][CH2:61][N:62]([S:107]([CH:104]([CH3:106])[CH3:105])(=[O:109])=[O:108])[CH2:63][CH2:64]3)=[CH:57][CH:58]=2)[CH2:48][O:47]1. (3) The product is: [Br:8][C:9]1[CH:10]=[C:11]([C:19]([O:21][CH3:1])=[O:20])[C:12]([C:15]([F:17])([F:18])[F:16])=[N:13][CH:14]=1. Given the reactants [CH3:1][Si](C=[N+]=[N-])(C)C.[Br:8][C:9]1[CH:10]=[C:11]([C:19]([OH:21])=[O:20])[C:12]([C:15]([F:18])([F:17])[F:16])=[N:13][CH:14]=1, predict the reaction product. (4) Given the reactants [Br:1][C:2]1[CH:3]=[C:4]([CH:8]([O:16][Si:17]([CH:24]([CH3:26])[CH3:25])([CH:21]([CH3:23])[CH3:22])[CH:18]([CH3:20])[CH3:19])[C:9]2[CH:10]=[C:11]([CH2:14][OH:15])[S:12][CH:13]=2)[CH:5]=[CH:6][CH:7]=1, predict the reaction product. The product is: [Br:1][C:2]1[CH:3]=[C:4]([CH:8]([O:16][Si:17]([CH:21]([CH3:23])[CH3:22])([CH:24]([CH3:26])[CH3:25])[CH:18]([CH3:19])[CH3:20])[C:9]2[CH:10]=[C:11]([CH:14]=[O:15])[S:12][CH:13]=2)[CH:5]=[CH:6][CH:7]=1. (5) Given the reactants FC(F)(F)S(O[C:7]1[CH:12]=[CH:11][C:10]([CH2:13][CH2:14][NH:15][S:16]([C:19]2[CH:24]=[C:23]([C:25]#[N:26])[CH:22]=[CH:21][C:20]=2[O:27][CH3:28])(=[O:18])=[O:17])=[C:9]([O:29][CH2:30][O:31][CH3:32])[CH:8]=1)(=O)=O.B1(B2OC(C)(C)C(C)(C)O2)OC(C)(C)C(C)(C)O1.C([O-])(=O)C.[K+].Br[C:59]1[CH:64]=[C:63]([F:65])[C:62]([F:66])=[C:61]([F:67])[CH:60]=1.[PH2](=O)[O-].[K+], predict the reaction product. The product is: [C:25]([C:23]1[CH:22]=[CH:21][C:20]([O:27][CH3:28])=[C:19]([S:16]([NH:15][CH2:14][CH2:13][C:10]2[CH:11]=[CH:12][C:7]([C:59]3[CH:64]=[C:63]([F:65])[C:62]([F:66])=[C:61]([F:67])[CH:60]=3)=[CH:8][C:9]=2[O:29][CH2:30][O:31][CH3:32])(=[O:18])=[O:17])[CH:24]=1)#[N:26]. (6) Given the reactants N1(O[C:11]2[N:16]=[C:15]([NH:17][C:18]3[CH:19]=[C:20]([CH3:24])[CH:21]=[CH:22][CH:23]=3)[C:14]([C:25]([NH2:27])=[O:26])=[CH:13][N:12]=2)C2C=CC=CC=2N=N1.Cl.Cl.[F:30][C:31]1([F:39])[CH2:36][CH2:35][CH2:34][C@@H:33]([NH2:37])[C@H:32]1[NH2:38].CCN(C(C)C)C(C)C, predict the reaction product. The product is: [NH2:38][C@H:32]1[C:31]([F:39])([F:30])[CH2:36][CH2:35][CH2:34][C@H:33]1[NH:37][C:11]1[N:16]=[C:15]([NH:17][C:18]2[CH:19]=[C:20]([CH3:24])[CH:21]=[CH:22][CH:23]=2)[C:14]([C:25]([NH2:27])=[O:26])=[CH:13][N:12]=1.